From a dataset of NCI-60 drug combinations with 297,098 pairs across 59 cell lines. Regression. Given two drug SMILES strings and cell line genomic features, predict the synergy score measuring deviation from expected non-interaction effect. (1) Drug 1: CC12CCC3C(C1CCC2=O)CC(=C)C4=CC(=O)C=CC34C. Drug 2: CN(CC1=CN=C2C(=N1)C(=NC(=N2)N)N)C3=CC=C(C=C3)C(=O)NC(CCC(=O)O)C(=O)O. Cell line: 786-0. Synergy scores: CSS=48.1, Synergy_ZIP=-5.54, Synergy_Bliss=-3.87, Synergy_Loewe=-3.83, Synergy_HSA=-3.33. (2) Drug 1: CC1=CC=C(C=C1)C2=CC(=NN2C3=CC=C(C=C3)S(=O)(=O)N)C(F)(F)F. Drug 2: CC1C(C(CC(O1)OC2CC(OC(C2O)C)OC3=CC4=CC5=C(C(=O)C(C(C5)C(C(=O)C(C(C)O)O)OC)OC6CC(C(C(O6)C)O)OC7CC(C(C(O7)C)O)OC8CC(C(C(O8)C)O)(C)O)C(=C4C(=C3C)O)O)O)O. Cell line: IGROV1. Synergy scores: CSS=48.5, Synergy_ZIP=3.01, Synergy_Bliss=4.53, Synergy_Loewe=-30.7, Synergy_HSA=3.93. (3) Drug 1: CC1=CC2C(CCC3(C2CCC3(C(=O)C)OC(=O)C)C)C4(C1=CC(=O)CC4)C. Drug 2: C1C(C(OC1N2C=NC3=C2NC=NCC3O)CO)O. Cell line: NCI-H522. Synergy scores: CSS=-0.574, Synergy_ZIP=-1.00, Synergy_Bliss=-3.14, Synergy_Loewe=-9.50, Synergy_HSA=-2.89. (4) Drug 1: CN(C)C1=NC(=NC(=N1)N(C)C)N(C)C. Drug 2: CN1C(=O)N2C=NC(=C2N=N1)C(=O)N. Cell line: MCF7. Synergy scores: CSS=-10.5, Synergy_ZIP=5.07, Synergy_Bliss=1.74, Synergy_Loewe=-5.39, Synergy_HSA=-4.78.